The task is: Predict which catalyst facilitates the given reaction.. This data is from Catalyst prediction with 721,799 reactions and 888 catalyst types from USPTO. (1) The catalyst class is: 98. Product: [CH3:1][NH:2][C:3]([C:5]1[N:10]=[N:9][C:8]([O:11][CH2:12][C:13]2[CH:30]=[CH:29][C:16]3[CH2:17][CH2:18][NH:19][CH2:20][CH2:21][C:15]=3[CH:14]=2)=[CH:7][CH:6]=1)=[O:4]. Reactant: [CH3:1][NH:2][C:3]([C:5]1[N:10]=[N:9][C:8]([O:11][CH2:12][C:13]2[CH:30]=[CH:29][C:16]3[CH2:17][CH2:18][N:19](C(OC(C)(C)C)=O)[CH2:20][CH2:21][C:15]=3[CH:14]=2)=[CH:7][CH:6]=1)=[O:4].FC(F)(F)C(O)=O. (2) Reactant: [CH2:1]1[C:6]2[NH:7][C:8]3[C:13]([C:14](=[O:15])[C:5]=2[CH2:4][C:3]2[NH:16][C:17]4[C:22]([C:23](=[O:24])[C:2]1=2)=[CH:21][CH:20]=[CH:19][CH:18]=4)=[CH:12][CH:11]=[CH:10][CH:9]=3.CO.[OH-].[Na+].OO. Product: [CH:20]1[CH:21]=[C:22]2[C:23]([C:2]3[C:3]([NH:16][C:17]2=[CH:18][CH:19]=1)=[CH:4][C:5]1[C:14]([C:13]2[C:8]([NH:7][C:6]=1[CH:1]=3)=[CH:9][CH:10]=[CH:11][CH:12]=2)=[O:15])=[O:24]. The catalyst class is: 6. (3) Reactant: CN(C(O[N:16]1N=[N:16][C:11]2[CH:12]=[CH:13][CH:13]=[CH:12][C:11]1=2)=[N+](C)C)C.[B-](F)(F)(F)F.C(N(C(C)C)CC)(C)C.[CH3:32][N:33]1[C:37]([C:38](=[O:55])[NH:39][C:40]2[CH:45]=[CH:44][N:43]3[CH:46]=[C:47]([C:49]4[CH:54]=[CH:53][CH:52]=[CH:51][CH:50]=4)[N:48]=[C:42]3[N:41]=2)=[C:36]([C:56](O)=[O:57])[CH:35]=[N:34]1.N1CCC1. Product: [C:49]1([C:47]2[N:48]=[C:42]3[N:41]=[C:40]([NH:39][C:38]([C:37]4[N:33]([CH3:32])[N:34]=[CH:35][C:36]=4[C:56]([N:16]4[CH2:13][CH2:12][CH2:11]4)=[O:57])=[O:55])[CH:45]=[CH:44][N:43]3[CH:46]=2)[CH:50]=[CH:51][CH:52]=[CH:53][CH:54]=1. The catalyst class is: 18. (4) Reactant: [CH2:1]([N:8]1[C:16]([C:17]2[CH:22]=[CH:21][C:20]([CH3:23])=[CH:19][C:18]=2[CH3:24])=[C:15]2[C:10]([N:11]=[C:12](Cl)[N:13]([CH3:26])[C:14]2=[O:25])=[N:9]1)[C:2]1[CH:7]=[CH:6][CH:5]=[CH:4][CH:3]=1.[CH2:28]([NH:31][CH2:32][CH2:33][CH3:34])[CH2:29][CH3:30]. Product: [CH2:1]([N:8]1[C:16]([C:17]2[CH:22]=[CH:21][C:20]([CH3:23])=[CH:19][C:18]=2[CH3:24])=[C:15]2[C:10]([N:11]=[C:12]([N:31]([CH2:32][CH2:33][CH3:34])[CH2:28][CH2:29][CH3:30])[N:13]([CH3:26])[C:14]2=[O:25])=[N:9]1)[C:2]1[CH:7]=[CH:6][CH:5]=[CH:4][CH:3]=1. The catalyst class is: 12. (5) The catalyst class is: 12. Reactant: [Cl:1][C:2]1[N:7]=[C:6]([NH:8][C:9]2[CH:10]=[C:11]([CH2:15][CH2:16][C:17]3[CH:22]=[C:21]([NH:23]C(=O)OC(C)(C)C)[CH:20]=[CH:19][N:18]=3)[CH:12]=[CH:13][CH:14]=2)[C:5]([Cl:31])=[CH:4][N:3]=1.[ClH:32]. Product: [ClH:1].[ClH:32].[NH2:23][C:21]1[CH:20]=[CH:19][N:18]=[C:17]([CH2:16][CH2:15][C:11]2[CH:10]=[C:9]([NH:8][C:6]3[C:5]([Cl:31])=[CH:4][N:3]=[C:2]([Cl:1])[N:7]=3)[CH:14]=[CH:13][CH:12]=2)[CH:22]=1. (6) Reactant: [CH2:1]([CH:3]1[CH2:26][N:25]([CH2:27][CH2:28][CH2:29][CH2:30][CH2:31][CH2:32][C:33]([O:35]CC)=[O:34])[C:6]2=[N:7][C:8]([C:18]3[CH:23]=[CH:22][C:21]([CH3:24])=[CH:20][CH:19]=3)=[C:9]([C:11]3[CH:16]=[CH:15][C:14]([CH3:17])=[CH:13][CH:12]=3)[N:10]=[C:5]2[CH2:4]1)[CH3:2].O[Li].O. Product: [CH2:1]([CH:3]1[CH2:26][N:25]([CH2:27][CH2:28][CH2:29][CH2:30][CH2:31][CH2:32][C:33]([OH:35])=[O:34])[C:6]2=[N:7][C:8]([C:18]3[CH:19]=[CH:20][C:21]([CH3:24])=[CH:22][CH:23]=3)=[C:9]([C:11]3[CH:12]=[CH:13][C:14]([CH3:17])=[CH:15][CH:16]=3)[N:10]=[C:5]2[CH2:4]1)[CH3:2]. The catalyst class is: 20. (7) Reactant: [CH3:1][C:2]([C:6]1[CH:11]=[CH:10][C:9]([N+:12]([O-])=O)=[C:8]([CH3:15])[CH:7]=1)([CH3:5])[C:3]#[N:4]. Product: [NH2:12][C:9]1[CH:10]=[CH:11][C:6]([C:2]([CH3:1])([CH3:5])[C:3]#[N:4])=[CH:7][C:8]=1[CH3:15]. The catalyst class is: 19. (8) Reactant: [O:1]1[C:10]2[C:5](=[CH:6][CH:7]=[CH:8][CH:9]=2)[CH2:4][CH2:3][CH:2]1[C:11](Cl)=[O:12].O1C2C(=CC=CC=2)CCC1C(O)=O.[CH3:27][O:28][CH2:29][C:30]1[CH:35]=[CH:34][CH:33]=[CH:32][C:31]=1[N:36]1[CH2:41][CH2:40][NH:39][CH2:38][CH2:37]1.C(N(CC)CC)C. The catalyst class is: 2. Product: [O:1]1[C:10]2[C:5](=[CH:6][CH:7]=[CH:8][CH:9]=2)[CH2:4][CH2:3][CH:2]1[C:11]([N:39]1[CH2:38][CH2:37][N:36]([C:31]2[CH:32]=[CH:33][CH:34]=[CH:35][C:30]=2[CH2:29][O:28][CH3:27])[CH2:41][CH2:40]1)=[O:12].